Dataset: Experimentally validated miRNA-target interactions with 360,000+ pairs, plus equal number of negative samples. Task: Binary Classification. Given a miRNA mature sequence and a target amino acid sequence, predict their likelihood of interaction. (1) The miRNA is hsa-miR-4437 with sequence UGGGCUCAGGGUACAAAGGUU. The protein sequence of the target gene is MAKKSAENGIYSVSGDEKKGPLIAPGPDGAPAKGDGPVGLGTPGGRLAVPPRETWTRQMDFIMSCVGFAVGLGNVWRFPYLCYKNGGGVFLIPYVLIALVGGIPIFFLEISLGQFMKAGSINVWNICPLFKGLGYASMVIVFYCNTYYIMVLAWGFYYLVKSFTTTLPWATCGHTWNTPDCVEIFRHEDCANASLANLTCDQLADRRSPVIEFWENKVLRLSGGLEVPGALNWEVTLCLLACWVLVYFCVWKGVKSTGKIVYFTATFPYVVLVVLLVRGVLLPGALDGIIYYLKPDWSKL.... Result: 1 (interaction). (2) The miRNA is hsa-miR-6499-3p with sequence AGCAGUGUUUGUUUUGCCCACA. The protein sequence of the target gene is MAHYKAADSKREQFRRYLEKSGVLDTLTKVLVALYEEPEKPNSALDFLKHHLGAATPENPEIELLRLELAEMKEKYEAIVEENKKLKAKLAQYEPPQEEKRAE. Result: 1 (interaction). (3) The miRNA is mmu-miR-465a-5p with sequence UAUUUAGAAUGGCACUGAUGUGA. The protein sequence of the target gene is MMSSVSTESKLQQAVSLKGVDPETCMIVFKNHWAQVVKILEKHDPLKNTQAKYGSIPPDEASAVQNYVEHMLFLLIEEQAKDAAMGPILEFVVCENIMEKLFLWSLRREFTDETKLEQLKMYEMLVTQSYQPLLHHKPILKPLMMLLSSCSGTATPAVEGKLVVLLNQLCSILAKDPSILELFFHTSEDQGAANFLIFSLLIPFIHREGTVGQQARDALLFIMSLSAENSMVANHIVENTYFCPVLATGLSGLYSSLPTKLEEKGEDWHCILKDDWLLLPALVQFMNSLEFCNAVIQVAH.... Result: 0 (no interaction). (4) The miRNA is hsa-miR-4667-3p with sequence UCCCUCCUUCUGUCCCCACAG. The protein sequence of the target gene is MRMTSSSFVSYCTPGLCQFMAMLPTAGHLLPLLLVIGTGGTVPSPQVPPRGCYVAKEAGERTFRCSQAGLSAVPSGIPNDTRKLYLDANQLASVPAGAFQHLPVLEELDLSHNALAHLSGAAFQGLEGTLRHLDLSANQLASVPVEAFVGLQIQVNLSANPWHCDCALQEVLRQVRLVPGTGTGIVCGSGARPDLVGQEFLLLAGEEELCGSGWGGARRSTDVALLVTMGGWLTLMVAYLVHYVWQNRDETRRSLKRAPVLPVRSEDSSILSTVV. Result: 1 (interaction). (5) Result: 0 (no interaction). The miRNA is hsa-miR-425-3p with sequence AUCGGGAAUGUCGUGUCCGCCC. The protein sequence of the target gene is MPLARDLLHPSLEEEKKKHKKKRLVQSPNSYFMDVKCPGCYKITTVFSHAQTVVLCVGCSTVLCQPTGGKARLTEGCSFRRKQH. (6) The miRNA is hsa-miR-210-3p with sequence CUGUGCGUGUGACAGCGGCUGA. The protein sequence of the target gene is MGETLGDPPVDPEHGAFADALPMSTSQEITMVDTEMPFWPTNFGISSVDLSVMDDHSHSFDIKPFTTVDFSSISAPHYEDIPFTRADPMVADYKYDLKLQEYQSAIKVEPASPPYYSEKTQLYNRPHEEPSNSLMAIECRVCGDKASGFHYGVHACEGCKGFFRRTIRLKLIYDRCDLNCRIHKKSRNKCQYCRFQKCLAVGMSHNAIRFGRMPQAEKEKLLAEISSDIDQLNPESADLRALAKHLYDSYIKSFPLTKAKARAILTGKTTDKSPFVIYDMNSLMMGEDKIKFKHITPLQE.... Result: 0 (no interaction). (7) Result: 0 (no interaction). The miRNA is hsa-miR-92b-3p with sequence UAUUGCACUCGUCCCGGCCUCC. The protein sequence of the target gene is MAVLLMRLMLQTTKLDHNLIGRCLQRHAVKPDPAQLSLSASTPKLLYLTSAKGFSTAGDPQGERKQKRRDAFSNTGRKISERIIRVLDEKGMDLGMMHRADVIRLMNKQDLRLVQRNTSSEPPEYQLMTGEQIHQERLKLREQEKAKPKTGPTMTKELVFSSNIGQHDLDTKSKQIQQWIEKKYHVQVTIKRRKDAEQSEEETEEIFNQILQTMPDIATFSSRPKAIRGGTASMCVFRHLSKKEEKAYRESQESQRRDTLSKDDDGNSKESDVVCQ. (8) The miRNA is hsa-miR-4515 with sequence AGGACUGGACUCCCGGCAGCCC. The protein sequence of the target gene is MQFTSISNSLTSTAAIGLSFTTSTTTTATFTTNTTTTITSGFTVNQNQLLSRGFENLVPYTSTVSVVATPVMTYGHLEGLINEWNLELEDQEKYFLLQATQVNAWDHTLIENGEMIRILHGEVNKVKLDQKRLEQELDFILSQQQELEFLLTYLEESTRDQSGLHYLQDADEEHVEISTRSAEF. Result: 0 (no interaction).